This data is from Reaction yield outcomes from USPTO patents with 853,638 reactions. The task is: Predict the reaction yield, written as a fraction of the theoretical maximum amount of product (1.0 means a 100% yield; for example, 0.34 means a 34% yield). The reactants are [F:1][C:2]([F:7])([F:6])[C:3]([OH:5])=[O:4].C(OC([NH:15][CH2:16][CH2:17][CH2:18][O:19][C:20]1[CH:21]=[C:22]2[C:26](=[CH:27][CH:28]=1)[C@H:25]([CH2:29][C:30]([O:32][CH2:33][CH3:34])=[O:31])[CH2:24][CH2:23]2)=O)(C)(C)C. The catalyst is C(Cl)Cl. The product is [F:1][C:2]([F:7])([F:6])[C:3]([OH:5])=[O:4].[NH2:15][CH2:16][CH2:17][CH2:18][O:19][C:20]1[CH:21]=[C:22]2[C:26](=[CH:27][CH:28]=1)[C@H:25]([CH2:29][C:30]([O:32][CH2:33][CH3:34])=[O:31])[CH2:24][CH2:23]2. The yield is 0.940.